From a dataset of Full USPTO retrosynthesis dataset with 1.9M reactions from patents (1976-2016). Predict the reactants needed to synthesize the given product. (1) Given the product [F:1][C:2]1[C:3]([C:22]([NH:24][CH2:25][C:26]2([C:32]3[CH:33]=[CH:34][N:35]=[CH:36][CH:37]=3)[CH2:27][CH2:28][N:29]([C:39]([O:41][CH3:42])=[O:40])[CH2:30][CH2:31]2)=[O:23])=[N:4][CH:5]=[CH:6][C:7]=1[S:8][C:9]1[S:13][C:12]([NH:14][C:15]2[CH:20]=[C:19]([CH3:21])[CH:18]=[CH:17][N:16]=2)=[N:11][CH:10]=1, predict the reactants needed to synthesize it. The reactants are: [F:1][C:2]1[C:3]([C:22]([NH:24][CH2:25][C:26]2([C:32]3[CH:37]=[CH:36][N:35]=[CH:34][CH:33]=3)[CH2:31][CH2:30][NH:29][CH2:28][CH2:27]2)=[O:23])=[N:4][CH:5]=[CH:6][C:7]=1[S:8][C:9]1[S:13][C:12]([NH:14][C:15]2[CH:20]=[C:19]([CH3:21])[CH:18]=[CH:17][N:16]=2)=[N:11][CH:10]=1.Cl[C:39]([O:41][CH3:42])=[O:40]. (2) Given the product [Br:15][C:16]1[CH:21]=[C:20]([C:11]#[C:10][C:7]2[CH:8]=[CH:9][C:4]([O:3][CH:2]([F:14])[F:1])=[C:5]([CH2:12][CH3:13])[CH:6]=2)[CH:19]=[CH:18][CH:17]=1, predict the reactants needed to synthesize it. The reactants are: [F:1][CH:2]([F:14])[O:3][C:4]1[CH:9]=[CH:8][C:7]([C:10]#[CH:11])=[CH:6][C:5]=1[CH2:12][CH3:13].[Br:15][C:16]1[CH:17]=[C:18](I)[CH:19]=[CH:20][CH:21]=1. (3) Given the product [CH:1]1([O:6][C:7]2[N:8]=[CH:9][C:10]([NH2:13])=[CH:11][CH:12]=2)[CH2:2][CH2:3][CH2:4][CH2:5]1, predict the reactants needed to synthesize it. The reactants are: [CH:1]1([O:6][C:7]2[CH:12]=[CH:11][C:10]([N+:13]([O-])=O)=[CH:9][N:8]=2)[CH2:5][CH2:4][CH2:3][CH2:2]1. (4) Given the product [O:6]1[C:10]2[C:11]([CH:26]=[O:27])=[CH:12][CH:13]=[CH:14][C:9]=2[CH2:8][CH2:7]1, predict the reactants needed to synthesize it. The reactants are: [Li]C(CC)C.[O:6]1[C:10]2[CH:11]=[CH:12][CH:13]=[CH:14][C:9]=2[CH2:8][CH2:7]1.CN(C)CCN(C)C.CN([CH:26]=[O:27])C. (5) The reactants are: [NH2:1][C:2]1[CH:16]=[CH:15][C:5]2[C:6](=[O:14])[NH:7][C:8]3[C:13]([C:4]=2[CH:3]=1)=[CH:12][CH:11]=[CH:10][N:9]=3.Br[CH2:18][C:19]1[CH:24]=[CH:23][C:22]([C:25]([F:28])([F:27])[F:26])=[CH:21][C:20]=1[C:29]([F:32])([F:31])[F:30]. Given the product [F:30][C:29]([F:31])([F:32])[C:20]1[CH:21]=[C:22]([C:25]([F:28])([F:26])[F:27])[CH:23]=[CH:24][C:19]=1[CH2:18][NH:1][C:2]1[CH:16]=[CH:15][C:5]2[C:6](=[O:14])[NH:7][C:8]3[C:13]([C:4]=2[CH:3]=1)=[CH:12][CH:11]=[CH:10][N:9]=3, predict the reactants needed to synthesize it. (6) Given the product [C:13]([NH:15][C:16]1[CH:17]=[C:18]([CH:22]=[C:23]([O:25][CH3:26])[CH:24]=1)[C:19]([OH:21])=[O:20])(=[S:14])[NH2:12], predict the reactants needed to synthesize it. The reactants are: C[O-].[Na+].C([NH:12][C:13]([NH:15][C:16]1[CH:17]=[C:18]([CH:22]=[C:23]([O:25][CH3:26])[CH:24]=1)[C:19]([OH:21])=[O:20])=[S:14])(=O)C1C=CC=CC=1.